This data is from Forward reaction prediction with 1.9M reactions from USPTO patents (1976-2016). The task is: Predict the product of the given reaction. (1) Given the reactants [OH:1][C:2]1[CH:10]=[CH:9][C:5]([C:6]([OH:8])=[O:7])=[CH:4][CH:3]=1.[OH:11][C:12]1[CH:13]=[C:14]2[C:19](=[CH:20][CH:21]=1)[CH:18]=[C:17]([C:22]([OH:24])=[O:23])[CH:16]=[CH:15]2.O=[Sb]O[Sb]=O, predict the reaction product. The product is: [OH:11][C:12]1[CH:13]=[C:14]2[C:19](=[CH:20][CH:21]=1)[CH:18]=[C:17]([C:22]([OH:24])=[O:23])[CH:16]=[CH:15]2.[OH:1][C:2]1[CH:10]=[CH:9][C:5]([C:6]([OH:8])=[O:7])=[CH:4][CH:3]=1. (2) Given the reactants [NH2:1][C:2]1[CH:7]=[CH:6][C:5]([C:8]2[C:16]3[C:11](=[CH:12][C:13]([F:17])=[CH:14][CH:15]=3)[N:10]([S:18]([C:21]3[CH:26]=[CH:25][CH:24]=[CH:23][CH:22]=3)(=[O:20])=[O:19])[CH:9]=2)=[CH:4][C:3]=1[NH:27][C:28](=O)[CH2:29][Cl:30].NC1C=C(C2C3C(=CC(F)=CC=3)N(S(C3C=CC=CC=3)(=O)=O)C=2)C=CC=1NC(=O)CCl, predict the reaction product. The product is: [C:21]1([S:18]([N:10]2[C:11]3[C:16](=[CH:15][CH:14]=[C:13]([F:17])[CH:12]=3)[C:8]([C:5]3[CH:6]=[CH:7][C:2]4[N:1]=[C:28]([CH2:29][Cl:30])[NH:27][C:3]=4[CH:4]=3)=[CH:9]2)(=[O:20])=[O:19])[CH:26]=[CH:25][CH:24]=[CH:23][CH:22]=1. (3) Given the reactants [Na].[CH3:2][C:3]1([CH3:12])[C:7](=[N:8]O)[CH2:6][CH2:5][C:4]1=[N:10]O, predict the reaction product. The product is: [CH3:2][C:3]1([CH3:12])[CH:7]([NH2:8])[CH2:6][CH2:5][CH:4]1[NH2:10]. (4) The product is: [C:1]([NH:8][CH2:9][C@H:10]1[O:16][C@H:13]([C:14]([OH:34])=[O:15])[C@@H:12]([O:17][CH2:18][C:19]2[CH:24]=[CH:23][CH:22]=[CH:21][CH:20]=2)[C@@H:11]1[O:25][CH2:26][C:27]1[CH:32]=[CH:31][CH:30]=[CH:29][CH:28]=1)([O:3][C:4]([CH3:6])([CH3:7])[CH3:5])=[O:2]. Given the reactants [C:1]([NH:8][CH2:9][C@H:10]1[O:16][C@H:13]([CH2:14][OH:15])[C@@H:12]([O:17][CH2:18][C:19]2[CH:24]=[CH:23][CH:22]=[CH:21][CH:20]=2)[C@@H:11]1[O:25][CH2:26][C:27]1[CH:32]=[CH:31][CH:30]=[CH:29][CH:28]=1)([O:3][C:4]([CH3:7])([CH3:6])[CH3:5])=[O:2].[Cr](O[Cr]([O-])(=O)=O)([O-])(=O)=[O:34].[NH+]1C=CC=CC=1.[NH+]1C=CC=CC=1, predict the reaction product. (5) Given the reactants FC(F)(F)C(OC(=O)C(F)(F)F)=O.[C:14]([C@@H:17]1[CH2:22][C@H:21]2[C@H:19]([CH2:20]2)[N:18]1[C:23](=[O:47])[C@@H:24]([NH:36][C:37](=[O:46])[O:38][CH2:39][C:40]1[CH:45]=[CH:44][CH:43]=[CH:42][CH:41]=1)[C:25]12[CH2:34][CH:29]3[CH2:30][CH:31]([CH2:33][C:27]([OH:35])([CH2:28]3)[CH2:26]1)[CH2:32]2)(=O)[NH2:15].C(OCC)(=O)C1C=CC=NC=1.C(=O)([O-])[O-].[K+].[K+], predict the reaction product. The product is: [C:14]([C@@H:17]1[CH2:22][C@H:21]2[C@H:19]([CH2:20]2)[N:18]1[C:23](=[O:47])[C@@H:24]([NH:36][C:37](=[O:46])[O:38][CH2:39][C:40]1[CH:41]=[CH:42][CH:43]=[CH:44][CH:45]=1)[C:25]12[CH2:32][CH:31]3[CH2:30][CH:29]([CH2:28][C:27]([OH:35])([CH2:33]3)[CH2:26]1)[CH2:34]2)#[N:15]. (6) Given the reactants Br[C:2]1[C:14]2[C:13]3[C:8](=[CH:9][CH:10]=[C:11]([F:15])[CH:12]=3)[NH:7][C:6]=2[C:5]([O:16][CH2:17][CH2:18][N:19]([CH3:21])[CH3:20])=[C:4]2[NH:22][C:23]3[CH:24]=[CH:25][C:26]([F:29])=[CH:27][C:28]=3[C:3]=12.[NH:30]1[CH2:34][CH2:33][CH2:32][CH2:31]1.C1C=CC(P(C2C(C3C(P(C4C=CC=CC=4)C4C=CC=CC=4)=CC=C4C=3C=CC=C4)=C3C(C=CC=C3)=CC=2)C2C=CC=CC=2)=CC=1.CC(C)([O-])C.[Na+], predict the reaction product. The product is: [F:29][C:26]1[CH:27]=[C:28]2[C:23](=[CH:24][CH:25]=1)[NH:22][C:4]1[C:5]([O:16][CH2:17][CH2:18][N:19]([CH3:21])[CH3:20])=[C:6]3[NH:7][C:8]4[CH:9]=[CH:10][C:11]([F:15])=[CH:12][C:13]=4[C:14]3=[C:2]([N:30]3[CH2:34][CH2:33][CH2:32][CH2:31]3)[C:3]2=1. (7) Given the reactants [CH2:1]([N:3]([CH2:25][CH3:26])[C:4]1[C:5]([C:18]2[CH:23]=[CH:22][C:21]([F:24])=[CH:20][CH:19]=2)=[N:6][C:7]2[C:12]([N:13]=1)=[CH:11][C:10]([C:14]([O:16]C)=[O:15])=[CH:9][CH:8]=2)[CH3:2].[OH-].[Na+], predict the reaction product. The product is: [CH2:25]([N:3]([CH2:1][CH3:2])[C:4]1[C:5]([C:18]2[CH:19]=[CH:20][C:21]([F:24])=[CH:22][CH:23]=2)=[N:6][C:7]2[C:12]([N:13]=1)=[CH:11][C:10]([C:14]([OH:16])=[O:15])=[CH:9][CH:8]=2)[CH3:26]. (8) Given the reactants [O:1]1[CH2:6][CH2:5][C:4]([C:9]#[N:10])([C:7]#[N:8])[CH2:3][CH2:2]1.B.C1COCC1.Cl.[OH-].[Na+], predict the reaction product. The product is: [NH2:8][CH2:7][C:4]1([CH2:9][NH2:10])[CH2:5][CH2:6][O:1][CH2:2][CH2:3]1. (9) Given the reactants [NH2:1][C:2]1[S:3][CH:4]=[C:5]([CH2:7][C:8]([O:10][CH2:11][CH3:12])=[O:9])[N:6]=1.[S:13](Cl)([C:16]1[C:28]2[CH:27]=[CH:26][CH:25]=[C:21]([N:22]([CH3:24])[CH3:23])[C:20]=2[CH:19]=[CH:18][CH:17]=1)(=[O:15])=[O:14], predict the reaction product. The product is: [CH3:23][N:22]([CH3:24])[C:21]1[CH:25]=[CH:26][CH:27]=[C:28]2[C:20]=1[CH:19]=[CH:18][CH:17]=[C:16]2[S:13]([NH:1][C:2]1[S:3][CH:4]=[C:5]([CH2:7][C:8]([O:10][CH2:11][CH3:12])=[O:9])[N:6]=1)(=[O:15])=[O:14]. (10) Given the reactants [ClH:1].Cl.[CH3:3][C:4]1[CH:5]=[CH:6][C:7](OS(C2C=CC=CC=2S(N(CC)C2CCN(CC3C=CC=CC=3)C2)(=O)=O)(=O)=O)=[C:8]([CH:18]=1)[O:9][CH2:10][CH2:11][CH2:12][O:13][NH:14][C:15](=[NH:17])[NH2:16].CC1C=C2C(NC(=O)C2=C(OCCCOC2C=CC=CC=2[O:70][S:71]([C:74]2[CH:79]=[CH:78][CH:77]=[CH:76][C:75]=2[S:80]([N:83]([CH2:96][CH3:97])[CH:84]2[CH2:88][CH2:87][N:86]([CH2:89][C:90]3[CH:95]=[CH:94][CH:93]=[CH:92][CH:91]=3)[CH2:85]2)(=[O:82])=[O:81])(=[O:73])=[O:72])C=1)=O.C(C(=CC1C=CC(O)=CC=1)C(O)=O)#N, predict the reaction product. The product is: [ClH:1].[ClH:1].[CH3:3][C:4]1[CH:5]=[C:6]([O:70][S:71]([C:74]2[CH:79]=[CH:78][CH:77]=[CH:76][C:75]=2[S:80]([N:83]([CH2:96][CH3:97])[CH:84]2[CH2:88][CH2:87][N:86]([CH2:89][C:90]3[CH:95]=[CH:94][CH:93]=[CH:92][CH:91]=3)[CH2:85]2)(=[O:81])=[O:82])(=[O:73])=[O:72])[CH:7]=[C:8]([CH:18]=1)[O:9][CH2:10][CH2:11][CH2:12][O:13][NH:14][C:15]([NH2:17])=[NH:16].